From a dataset of NCI-60 drug combinations with 297,098 pairs across 59 cell lines. Regression. Given two drug SMILES strings and cell line genomic features, predict the synergy score measuring deviation from expected non-interaction effect. (1) Drug 1: CN1CCC(CC1)COC2=C(C=C3C(=C2)N=CN=C3NC4=C(C=C(C=C4)Br)F)OC. Drug 2: CS(=O)(=O)OCCCCOS(=O)(=O)C. Cell line: EKVX. Synergy scores: CSS=19.7, Synergy_ZIP=0.0927, Synergy_Bliss=-0.0731, Synergy_Loewe=-54.4, Synergy_HSA=-2.49. (2) Drug 1: C1=NC2=C(N=C(N=C2N1C3C(C(C(O3)CO)O)F)Cl)N. Drug 2: C1=CC=C(C=C1)NC(=O)CCCCCCC(=O)NO. Cell line: U251. Synergy scores: CSS=11.1, Synergy_ZIP=-2.53, Synergy_Bliss=2.17, Synergy_Loewe=-1.12, Synergy_HSA=-0.228. (3) Drug 1: CC1C(C(CC(O1)OC2CC(CC3=C2C(=C4C(=C3O)C(=O)C5=C(C4=O)C(=CC=C5)OC)O)(C(=O)C)O)N)O.Cl. Drug 2: CN(C)C1=NC(=NC(=N1)N(C)C)N(C)C. Cell line: RXF 393. Synergy scores: CSS=12.5, Synergy_ZIP=-3.53, Synergy_Bliss=4.74, Synergy_Loewe=-14.6, Synergy_HSA=1.79. (4) Drug 1: CN1C(=O)N2C=NC(=C2N=N1)C(=O)N. Drug 2: COC1=C2C(=CC3=C1OC=C3)C=CC(=O)O2. Cell line: LOX IMVI. Synergy scores: CSS=-1.62, Synergy_ZIP=2.77, Synergy_Bliss=7.03, Synergy_Loewe=-0.758, Synergy_HSA=1.10. (5) Drug 1: C1CCC(C1)C(CC#N)N2C=C(C=N2)C3=C4C=CNC4=NC=N3. Drug 2: C(CC(=O)O)C(=O)CN.Cl. Cell line: HT29. Synergy scores: CSS=-13.4, Synergy_ZIP=1.65, Synergy_Bliss=-10.2, Synergy_Loewe=-14.9, Synergy_HSA=-15.2. (6) Drug 1: CC1=C(N=C(N=C1N)C(CC(=O)N)NCC(C(=O)N)N)C(=O)NC(C(C2=CN=CN2)OC3C(C(C(C(O3)CO)O)O)OC4C(C(C(C(O4)CO)O)OC(=O)N)O)C(=O)NC(C)C(C(C)C(=O)NC(C(C)O)C(=O)NCCC5=NC(=CS5)C6=NC(=CS6)C(=O)NCCC[S+](C)C)O. Drug 2: C1CNP(=O)(OC1)N(CCCl)CCCl. Cell line: SF-268. Synergy scores: CSS=32.8, Synergy_ZIP=2.24, Synergy_Bliss=0.955, Synergy_Loewe=-39.1, Synergy_HSA=-0.755. (7) Drug 1: CC1OCC2C(O1)C(C(C(O2)OC3C4COC(=O)C4C(C5=CC6=C(C=C35)OCO6)C7=CC(=C(C(=C7)OC)O)OC)O)O. Drug 2: CC(C)(C#N)C1=CC(=CC(=C1)CN2C=NC=N2)C(C)(C)C#N. Cell line: A549. Synergy scores: CSS=38.4, Synergy_ZIP=-1.78, Synergy_Bliss=-4.12, Synergy_Loewe=-5.85, Synergy_HSA=-3.17.